Dataset: Full USPTO retrosynthesis dataset with 1.9M reactions from patents (1976-2016). Task: Predict the reactants needed to synthesize the given product. (1) The reactants are: [F:1][C:2]1[CH:7]=[CH:6][C:5]([C:8]([C:12]2[CH:13]=[N:14][C:15]3[C:20]([CH:21]=2)=[N:19][CH:18]=[CH:17][CH:16]=3)([NH2:11])[CH2:9][NH2:10])=[CH:4][CH:3]=1.CO[C:24]([C:26]1[CH:31]=[CH:30][CH:29]=[C:28]([C:32]#N)[CH:27]=1)=[NH:25].C(Cl)(Cl)Cl. Given the product [C:24]([C:26]1[CH:27]=[C:28]([C:32]2[NH:10][CH2:9][C:8]([C:5]3[CH:6]=[CH:7][C:2]([F:1])=[CH:3][CH:4]=3)([C:12]3[CH:13]=[N:14][C:15]4[C:20]([CH:21]=3)=[N:19][CH:18]=[CH:17][CH:16]=4)[N:11]=2)[CH:29]=[CH:30][CH:31]=1)#[N:25], predict the reactants needed to synthesize it. (2) Given the product [Cl:16][C:17]1[N:18]=[C:19]([Cl:24])[N:20]=[C:21]([N:12]2[C:11]3[CH:10]=[CH:9][CH:8]=[CH:7][C:6]=3[C:5]3[C:13]2=[CH:1][CH:2]=[CH:3][CH:4]=3)[N:22]=1, predict the reactants needed to synthesize it. The reactants are: [CH:1]1[C:13]2[NH:12][C:11]3[C:6](=[CH:7][CH:8]=[CH:9][CH:10]=3)[C:5]=2[CH:4]=[CH:3][CH:2]=1.[H-].[Na+].[Cl:16][C:17]1[N:22]=[C:21](Cl)[N:20]=[C:19]([Cl:24])[N:18]=1. (3) Given the product [N:56]1([S:53]([C:49]2[CH:48]=[C:47]([CH:52]=[CH:51][CH:50]=2)[CH2:46][N:1]2[C:9]3[C:4](=[CH:5][CH:6]=[CH:7][CH:8]=3)[C:3]3([C:21]4[C:12](=[CH:13][C:14]5[O:19][CH2:18][C:17](=[O:33])[O:16][C:15]=5[CH:20]=4)[O:11][CH2:10]3)[CH2:2]2)(=[O:55])=[O:54])[CH2:61][CH2:60][O:59][CH2:58][CH2:57]1, predict the reactants needed to synthesize it. The reactants are: [NH:1]1[C:9]2[C:4](=[CH:5][CH:6]=[CH:7][CH:8]=2)[C:3]2([C:21]3[C:12](=[CH:13][C:14]4[O:19][CH2:18][CH2:17][O:16][C:15]=4[CH:20]=3)[O:11][CH2:10]2)[C:2]1=O.N1C2C(=CC=CC=2)[C@@]2(C3C(=CC4OCCOC=4C=3)[O:33]C2)C1=O.Cl[CH2:46][C:47]1[CH:48]=[C:49]([S:53]([N:56]2[CH2:61][CH2:60][O:59][CH2:58][CH2:57]2)(=[O:55])=[O:54])[CH:50]=[CH:51][CH:52]=1.BrCCCCC.